From a dataset of Full USPTO retrosynthesis dataset with 1.9M reactions from patents (1976-2016). Predict the reactants needed to synthesize the given product. (1) The reactants are: [Br:1][C:2]1[CH:3]=[C:4]2[C:8](=[CH:9][CH:10]=1)[N:7]([CH2:11][CH2:12][CH2:13][OH:14])[N:6]=[CH:5]2.[Si:15](Cl)([C:28]([CH3:31])([CH3:30])[CH3:29])([C:22]1[CH:27]=[CH:26][CH:25]=[CH:24][CH:23]=1)[C:16]1[CH:21]=[CH:20][CH:19]=[CH:18][CH:17]=1.N1C=CN=C1. Given the product [Br:1][C:2]1[CH:3]=[C:4]2[C:8](=[CH:9][CH:10]=1)[N:7]([CH2:11][CH2:12][CH2:13][O:14][Si:15]([C:28]([CH3:31])([CH3:30])[CH3:29])([C:22]1[CH:23]=[CH:24][CH:25]=[CH:26][CH:27]=1)[C:16]1[CH:21]=[CH:20][CH:19]=[CH:18][CH:17]=1)[N:6]=[CH:5]2, predict the reactants needed to synthesize it. (2) Given the product [CH3:1][O:2][C:3](=[O:16])[C:4]1[CH:9]=[C:8]([S:10](=[O:14])(=[O:13])[NH:11][CH3:12])[CH:7]=[CH:6][C:5]=1[O:15][CH:25]([CH3:26])[C:24]([F:36])([F:35])[F:23], predict the reactants needed to synthesize it. The reactants are: [CH3:1][O:2][C:3](=[O:16])[C:4]1[CH:9]=[C:8]([S:10](=[O:14])(=[O:13])[NH:11][CH3:12])[CH:7]=[CH:6][C:5]=1[OH:15].C(=O)([O-])[O-].[K+].[K+].[F:23][C:24]([F:36])([F:35])[CH:25](OS(C(F)(F)F)(=O)=O)[CH3:26].